This data is from Peptide-MHC class I binding affinity with 185,985 pairs from IEDB/IMGT. The task is: Regression. Given a peptide amino acid sequence and an MHC pseudo amino acid sequence, predict their binding affinity value. This is MHC class I binding data. (1) The peptide sequence is LVGNTLTTC. The MHC is HLA-B27:03 with pseudo-sequence HLA-B27:03. The binding affinity (normalized) is 0.0847. (2) The peptide sequence is HVDGKILFV. The MHC is HLA-A68:01 with pseudo-sequence HLA-A68:01. The binding affinity (normalized) is 0. (3) The peptide sequence is YIIRVTTEL. The MHC is HLA-B54:01 with pseudo-sequence HLA-B54:01. The binding affinity (normalized) is 0. (4) The peptide sequence is LFSRWKYCL. The MHC is H-2-Kd with pseudo-sequence H-2-Kd. The binding affinity (normalized) is 0.213. (5) The peptide sequence is FVEGVSGGAW. The MHC is HLA-B53:01 with pseudo-sequence HLA-B53:01. The binding affinity (normalized) is 0.506.